From a dataset of Full USPTO retrosynthesis dataset with 1.9M reactions from patents (1976-2016). Predict the reactants needed to synthesize the given product. (1) Given the product [F:25][C:26]1[CH:47]=[CH:46][C:29]([CH2:30][N:31]2[CH2:35][CH2:34][N:33]([C:36]3[S:40][C:39]([C:41]([NH:55][CH2:54][C:53]4[N:49]([CH3:48])[CH:50]=[N:51][CH:52]=4)=[O:42])=[C:38]([CH3:44])[CH:37]=3)[C:32]2=[O:45])=[CH:28][CH:27]=1, predict the reactants needed to synthesize it. The reactants are: CC1C=C(N2CCN(CCOC3C=CC=CC=3)C2=O)SC=1C(O)=O.[F:25][C:26]1[CH:47]=[CH:46][C:29]([CH2:30][N:31]2[CH2:35][CH2:34][N:33]([C:36]3[S:40][C:39]([C:41](O)=[O:42])=[C:38]([CH3:44])[CH:37]=3)[C:32]2=[O:45])=[CH:28][CH:27]=1.[CH3:48][N:49]1[C:53]([CH2:54][NH2:55])=[CH:52][N:51]=[CH:50]1. (2) The reactants are: Br[C:2]1[N:7]=[CH:6][C:5]([C:8]([N:10]2[CH2:15][CH2:14][N:13]([C:16]3[C:23]([CH3:24])=[CH:22][C:19]([C:20]#[N:21])=[CH:18][N:17]=3)[CH2:12][CH2:11]2)=[O:9])=[CH:4][CH:3]=1.[CH3:25][C:26]1([CH3:32])[O:30][C:29](=[O:31])[NH:28][CH2:27]1. Given the product [C:20]([C:19]1[CH:22]=[C:23]([CH3:24])[C:16]([N:13]2[CH2:14][CH2:15][N:10]([C:8]([C:5]3[CH:4]=[CH:3][C:2]([N:28]4[CH2:27][C:26]([CH3:32])([CH3:25])[O:30][C:29]4=[O:31])=[N:7][CH:6]=3)=[O:9])[CH2:11][CH2:12]2)=[N:17][CH:18]=1)#[N:21], predict the reactants needed to synthesize it. (3) Given the product [Cl:26][C:27]1[CH:32]=[CH:31][C:30]([N:33]2[C:5]([CH:7]3[CH2:8][CH2:9][N:10]([C:13]([O:15][C:16]([CH3:19])([CH3:18])[CH3:17])=[O:14])[CH2:11][CH2:12]3)=[N:4][C:1]([CH3:2])=[N:34]2)=[CH:29][C:28]=1[CH3:35], predict the reactants needed to synthesize it. The reactants are: [C:1]([NH:4][C:5]([CH:7]1[CH2:12][CH2:11][N:10]([C:13]([O:15][C:16]([CH3:19])([CH3:18])[CH3:17])=[O:14])[CH2:9][CH2:8]1)=O)(=S)[CH3:2].C([O-])(=O)C.[Na+].Cl.[Cl:26][C:27]1[CH:32]=[CH:31][C:30]([NH:33][NH2:34])=[CH:29][C:28]=1[CH3:35]. (4) Given the product [OH:1][C@H:2]1[CH2:6][N:5]([CH2:7][CH2:8][C:9]2[NH:10][C:16](=[O:25])[C:17]3[C:18]([CH:24]=2)=[C:19]([CH3:23])[CH:20]=[CH:21][CH:22]=3)[C@@H:4]([CH2:11][OH:12])[CH2:3]1, predict the reactants needed to synthesize it. The reactants are: [OH:1][C@H:2]1[CH2:6][N:5]([CH2:7][CH2:8][C:9]#[N:10])[C@@H:4]([CH2:11][OH:12])[CH2:3]1.C(N(CC)[C:16](=[O:25])[C:17]1[CH:22]=[CH:21][CH:20]=[C:19]([CH3:23])[C:18]=1[CH3:24])C.